Dataset: Forward reaction prediction with 1.9M reactions from USPTO patents (1976-2016). Task: Predict the product of the given reaction. (1) Given the reactants C[Al](C)C.[CH3:5][C:6]1[N:7]=[CH:8][C:9]([NH2:12])=[N:10][CH:11]=1.[Si:13]([O:20][CH:21]1[CH2:24][N:23]([CH2:25][C@H:26]([OH:31])[C:27](OC)=[O:28])[CH2:22]1)([C:16]([CH3:19])([CH3:18])[CH3:17])([CH3:15])[CH3:14].[C@H](O)(C([O-])=O)[C@@H](O)C([O-])=O.[Na+].[K+], predict the reaction product. The product is: [Si:13]([O:20][CH:21]1[CH2:24][N:23]([CH2:25][C@H:26]([OH:31])[C:27]([NH:12][C:9]2[CH:8]=[N:7][C:6]([CH3:5])=[CH:11][N:10]=2)=[O:28])[CH2:22]1)([C:16]([CH3:19])([CH3:18])[CH3:17])([CH3:15])[CH3:14]. (2) Given the reactants [Cl:1][C:2]1[CH:10]=[CH:9][C:8]([S:11]([N:14]2[CH2:19][CH2:18][CH2:17][CH2:16][CH2:15]2)(=[O:13])=[O:12])=[CH:7][C:3]=1[C:4](Cl)=[O:5].C(N(CC)CC)C.[OH:27][C:28]([CH3:38])([CH3:37])[C:29]([C:31]1[CH:36]=[CH:35][CH:34]=[CH:33][CH:32]=1)=[O:30], predict the reaction product. The product is: [CH3:37][C:28]([O:27][C:4](=[O:5])[C:3]1[CH:7]=[C:8]([S:11]([N:14]2[CH2:19][CH2:18][CH2:17][CH2:16][CH2:15]2)(=[O:13])=[O:12])[CH:9]=[CH:10][C:2]=1[Cl:1])([CH3:38])[C:29](=[O:30])[C:31]1[CH:36]=[CH:35][CH:34]=[CH:33][CH:32]=1. (3) Given the reactants [CH:1]1([NH:7][C:8](=[O:17])[O:9][CH2:10][C:11]2[CH:16]=[CH:15][CH:14]=[CH:13][CH:12]=2)[CH2:6][CH2:5][CH2:4][CH:3]=[CH:2]1.C(=O)(O)[O-:19].[Na+].C1C=C(Cl)C=C(C(OO)=O)C=1, predict the reaction product. The product is: [C@@H:2]12[O:19][C@@H:3]1[CH2:4][CH2:5][CH2:6][C@@H:1]2[NH:7][C:8](=[O:17])[O:9][CH2:10][C:11]1[CH:16]=[CH:15][CH:14]=[CH:13][CH:12]=1. (4) Given the reactants [F:1][C:2]1[C:7]([F:8])=[C:6]([C:9]#[C:10][C:11]2[CH:12]=[C:13]([NH:29][C:30](=[O:52])[C@@H:31]([NH:44]C(=O)OC(C)(C)C)[CH2:32][CH2:33][CH2:34][CH2:35][NH:36]C(=O)OC(C)(C)C)[CH:14]=[C:15]([C:17]#[C:18][C:19]3[C:24]([F:25])=[C:23]([F:26])[N:22]=[C:21]([F:27])[C:20]=3[F:28])[CH:16]=2)[C:5]([F:53])=[C:4]([F:54])[N:3]=1.FC(F)(F)C(O)=O, predict the reaction product. The product is: [NH2:44][C@@H:31]([CH2:32][CH2:33][CH2:34][CH2:35][NH2:36])[C:30]([NH:29][C:13]1[CH:12]=[C:11]([C:10]#[C:9][C:6]2[C:5]([F:53])=[C:4]([F:54])[N:3]=[C:2]([F:1])[C:7]=2[F:8])[CH:16]=[C:15]([C:17]#[C:18][C:19]2[C:20]([F:28])=[C:21]([F:27])[N:22]=[C:23]([F:26])[C:24]=2[F:25])[CH:14]=1)=[O:52]. (5) Given the reactants CO.[BH4-].[Na+].ClCCl.[CH:8]1([C:11]2[C:21]([C:22]([C:24]3[N:29]=[C:28]([C:30]([O:32][CH3:33])=[O:31])[CH:27]=[CH:26][CH:25]=3)=[O:23])=[C:14]3[CH:15]=[CH:16][C:17]([O:19][CH3:20])=[CH:18][N:13]3[N:12]=2)[CH2:10][CH2:9]1, predict the reaction product. The product is: [CH:8]1([C:11]2[C:21]([CH:22]([OH:23])[C:24]3[N:29]=[C:28]([C:30]([O:32][CH3:33])=[O:31])[CH:27]=[CH:26][CH:25]=3)=[C:14]3[CH:15]=[CH:16][C:17]([O:19][CH3:20])=[CH:18][N:13]3[N:12]=2)[CH2:10][CH2:9]1.